Regression. Given two drug SMILES strings and cell line genomic features, predict the synergy score measuring deviation from expected non-interaction effect. From a dataset of NCI-60 drug combinations with 297,098 pairs across 59 cell lines. (1) Synergy scores: CSS=12.0, Synergy_ZIP=-3.46, Synergy_Bliss=-2.10, Synergy_Loewe=-25.4, Synergy_HSA=-2.57. Cell line: PC-3. Drug 2: CN1C(=O)N2C=NC(=C2N=N1)C(=O)N. Drug 1: CC1OCC2C(O1)C(C(C(O2)OC3C4COC(=O)C4C(C5=CC6=C(C=C35)OCO6)C7=CC(=C(C(=C7)OC)O)OC)O)O. (2) Drug 1: COC1=C(C=C2C(=C1)N=CN=C2NC3=CC(=C(C=C3)F)Cl)OCCCN4CCOCC4. Drug 2: CCCCC(=O)OCC(=O)C1(CC(C2=C(C1)C(=C3C(=C2O)C(=O)C4=C(C3=O)C=CC=C4OC)O)OC5CC(C(C(O5)C)O)NC(=O)C(F)(F)F)O. Cell line: CCRF-CEM. Synergy scores: CSS=6.70, Synergy_ZIP=-2.72, Synergy_Bliss=-0.511, Synergy_Loewe=1.07, Synergy_HSA=0.202. (3) Drug 1: C1=CC(=CC=C1CC(C(=O)O)N)N(CCCl)CCCl.Cl. Drug 2: CC1CCC2CC(C(=CC=CC=CC(CC(C(=O)C(C(C(=CC(C(=O)CC(OC(=O)C3CCCCN3C(=O)C(=O)C1(O2)O)C(C)CC4CCC(C(C4)OC)O)C)C)O)OC)C)C)C)OC. Cell line: M14. Synergy scores: CSS=22.6, Synergy_ZIP=0.689, Synergy_Bliss=5.84, Synergy_Loewe=0.854, Synergy_HSA=4.70. (4) Drug 2: C1C(C(OC1N2C=NC(=NC2=O)N)CO)O. Cell line: SNB-19. Drug 1: C1CNP(=O)(OC1)N(CCCl)CCCl. Synergy scores: CSS=9.06, Synergy_ZIP=-3.45, Synergy_Bliss=0.216, Synergy_Loewe=-5.39, Synergy_HSA=0.696. (5) Drug 2: CC1=C(C(=CC=C1)Cl)NC(=O)C2=CN=C(S2)NC3=CC(=NC(=N3)C)N4CCN(CC4)CCO. Cell line: M14. Synergy scores: CSS=13.1, Synergy_ZIP=-3.78, Synergy_Bliss=0.833, Synergy_Loewe=-0.469, Synergy_HSA=2.66. Drug 1: C1CC(C1)(C(=O)O)C(=O)O.[NH2-].[NH2-].[Pt+2]. (6) Drug 1: CN(C(=O)NC(C=O)C(C(C(CO)O)O)O)N=O. Drug 2: C(CCl)NC(=O)N(CCCl)N=O. Cell line: NCI-H322M. Synergy scores: CSS=44.0, Synergy_ZIP=1.22, Synergy_Bliss=2.48, Synergy_Loewe=-8.00, Synergy_HSA=2.47. (7) Drug 1: C1=C(C(=O)NC(=O)N1)F. Drug 2: CCC1(CC2CC(C3=C(CCN(C2)C1)C4=CC=CC=C4N3)(C5=C(C=C6C(=C5)C78CCN9C7C(C=CC9)(C(C(C8N6C)(C(=O)OC)O)OC(=O)C)CC)OC)C(=O)OC)O.OS(=O)(=O)O. Cell line: SK-MEL-28. Synergy scores: CSS=37.8, Synergy_ZIP=1.61, Synergy_Bliss=2.41, Synergy_Loewe=5.30, Synergy_HSA=6.30.